This data is from Full USPTO retrosynthesis dataset with 1.9M reactions from patents (1976-2016). The task is: Predict the reactants needed to synthesize the given product. (1) The reactants are: Br[CH2:2][C:3]1[CH:11]=[CH:10][C:6]([C:7]([OH:9])=[O:8])=[CH:5][C:4]=1[N+:12]([O-:14])=[O:13].[NH3:15]. Given the product [NH2:15][CH2:2][C:3]1[CH:11]=[CH:10][C:6]([C:7]([OH:9])=[O:8])=[CH:5][C:4]=1[N+:12]([O-:14])=[O:13], predict the reactants needed to synthesize it. (2) Given the product [CH:33]1[C:45]2[NH:44][C:43]3[C:38](=[CH:39][CH:40]=[CH:41][CH:42]=3)[C:37]=2[C:36]([O:46][CH2:47][CH:48]([OH:57])[CH2:49][NH:50][CH:51]2[CH2:52][CH2:53][N:54]([C:9]([C:7]3[O:8][C:4]([N+:1]([O-:3])=[O:2])=[CH:5][CH:6]=3)=[O:11])[CH2:55][CH2:56]2)=[CH:35][CH:34]=1, predict the reactants needed to synthesize it. The reactants are: [N+:1]([C:4]1[O:8][C:7]([C:9]([OH:11])=O)=[CH:6][CH:5]=1)([O-:3])=[O:2].CCN=C=NCCCN(C)C.C1C=CC2N(O)N=NC=2C=1.[CH:33]1[C:45]2[NH:44][C:43]3[C:38](=[CH:39][CH:40]=[CH:41][CH:42]=3)[C:37]=2[C:36]([O:46][CH2:47][CH:48]([OH:57])[CH2:49][NH:50][CH:51]2[CH2:56][CH2:55][NH:54][CH2:53][CH2:52]2)=[CH:35][CH:34]=1.